The task is: Predict the reactants needed to synthesize the given product.. This data is from Full USPTO retrosynthesis dataset with 1.9M reactions from patents (1976-2016). Given the product [C:1]([NH:6][C@H:7]([C:10]([OH:12])=[O:11])[CH2:8][S:9][C:19]([C:13]1[CH:18]=[CH:17][CH:16]=[CH:15][CH:14]=1)([C:27]1[CH:28]=[CH:29][CH:30]=[CH:31][CH:32]=1)[C:21]1[CH:22]=[CH:23][CH:24]=[CH:25][CH:26]=1)(=[O:5])[CH:2]([CH3:4])[CH3:3], predict the reactants needed to synthesize it. The reactants are: [C:1]([NH:6][C@H:7]([C:10]([OH:12])=[O:11])[CH2:8][SH:9])(=[O:5])[CH:2]([CH3:4])[CH3:3].[C:13]1([C:19]([C:27]2[CH:32]=[CH:31][CH:30]=[CH:29][CH:28]=2)([C:21]2[CH:26]=[CH:25][CH:24]=[CH:23][CH:22]=2)O)[CH:18]=[CH:17][CH:16]=[CH:15][CH:14]=1.B(F)(F)F.C([O-])(=O)C.[Na+].